Dataset: Full USPTO retrosynthesis dataset with 1.9M reactions from patents (1976-2016). Task: Predict the reactants needed to synthesize the given product. (1) Given the product [Cl:1][C:2]1[CH:3]=[CH:4][C:5]2[N:6]([C:8]([CH3:13])=[C:9]([CH:11]=[O:12])[N:10]=2)[N:7]=1, predict the reactants needed to synthesize it. The reactants are: [Cl:1][C:2]1[CH:3]=[CH:4][C:5]2[N:6]([C:8]([CH3:13])=[C:9]([CH2:11][OH:12])[N:10]=2)[N:7]=1. (2) Given the product [C:39]([C:43]1[N:47]=[C:46]([C:32]([NH:31][CH2:30][C:3]2[CH:4]=[CH:5][C:6]([C:8]3[CH:13]=[CH:12][N:11]=[C:10]4[NH:14][C:15]([C:17]5[CH:22]=[CH:21][C:20]([CH2:23][N:24]6[CH2:29][CH2:28][O:27][CH2:26][CH2:25]6)=[CH:19][N:18]=5)=[N:16][C:9]=34)=[CH:7][C:2]=2[F:1])=[O:38])[O:45][N:44]=1)([CH3:42])([CH3:41])[CH3:40], predict the reactants needed to synthesize it. The reactants are: [F:1][C:2]1[CH:7]=[C:6]([C:8]2[CH:13]=[CH:12][N:11]=[C:10]3[NH:14][C:15]([C:17]4[CH:22]=[CH:21][C:20]([CH2:23][N:24]5[CH2:29][CH2:28][O:27][CH2:26][CH2:25]5)=[CH:19][N:18]=4)=[N:16][C:9]=23)[CH:5]=[CH:4][C:3]=1[CH2:30][NH:31][C:32](=[O:38])OC(C)(C)C.[C:39]([C:43]1[N:47]=[C:46](C(OC)=O)[O:45][N:44]=1)([CH3:42])([CH3:41])[CH3:40]. (3) Given the product [Cl:1][C:2]1[CH:7]=[CH:6][CH:5]=[C:4]([CH3:8])[C:3]=1[NH:9][C:10]1[NH:11][C:12]2[C:18]3[CH2:19][C:20]([CH3:23])([CH3:22])[O:21][C:17]=3[C:16]([C:24]([OH:26])=[O:25])=[CH:15][C:13]=2[N:14]=1, predict the reactants needed to synthesize it. The reactants are: [Cl:1][C:2]1[CH:7]=[CH:6][CH:5]=[C:4]([CH3:8])[C:3]=1[NH:9][C:10]1[NH:11][C:12]2[C:18]3[CH2:19][C:20]([CH3:23])([CH3:22])[O:21][C:17]=3[C:16]([C:24]([O:26]C)=[O:25])=[CH:15][C:13]=2[N:14]=1.[OH-].[Na+]. (4) Given the product [CH3:6][O:5][C:3](=[O:4])[CH2:2][N:19]1[C:18]2[CH:41]=[C:14]([Cl:13])[C:15]([O:42][CH3:43])=[CH:16][C:17]=2[O:22][CH:21]([C:23]([N:25]2[CH2:26][CH2:27][C:28]([C:31]#[N:32])([CH2:33][C:34]3[CH:35]=[CH:36][C:37]([F:40])=[CH:38][CH:39]=3)[CH2:29][CH2:30]2)=[O:24])[CH2:20]1, predict the reactants needed to synthesize it. The reactants are: Br[CH2:2][C:3]([O:5][CH3:6])=[O:4].C([O-])([O-])=O.[K+].[K+].[Cl:13][C:14]1[C:15]([O:42][CH3:43])=[CH:16][C:17]2[O:22][CH:21]([C:23]([N:25]3[CH2:30][CH2:29][C:28]([CH2:33][C:34]4[CH:39]=[CH:38][C:37]([F:40])=[CH:36][CH:35]=4)([C:31]#[N:32])[CH2:27][CH2:26]3)=[O:24])[CH2:20][NH:19][C:18]=2[CH:41]=1.